From a dataset of Peptide-MHC class I binding affinity with 185,985 pairs from IEDB/IMGT. Regression. Given a peptide amino acid sequence and an MHC pseudo amino acid sequence, predict their binding affinity value. This is MHC class I binding data. The peptide sequence is IYQYYYAL. The MHC is H-2-Kb with pseudo-sequence H-2-Kb. The binding affinity (normalized) is 0.427.